The task is: Regression. Given a peptide amino acid sequence and an MHC pseudo amino acid sequence, predict their binding affinity value. This is MHC class I binding data.. This data is from Peptide-MHC class I binding affinity with 185,985 pairs from IEDB/IMGT. The peptide sequence is TRYPLTFGW. The MHC is HLA-B08:01 with pseudo-sequence HLA-B08:01. The binding affinity (normalized) is 0.